This data is from Forward reaction prediction with 1.9M reactions from USPTO patents (1976-2016). The task is: Predict the product of the given reaction. Given the reactants [CH2:1]([O:3][C:4]1[CH:12]=[CH:11][CH:10]=[CH:9][C:5]=1[C:6](Cl)=[O:7])[CH3:2].[NH2:13][C:14]1[CH:15]=[CH:16][C:17]([N+:24]([O-:26])=[O:25])=[C:18]([C:20]([F:23])([F:22])[F:21])[CH:19]=1.C(N(CC)CC)C, predict the reaction product. The product is: [CH2:1]([O:3][C:4]1[CH:12]=[CH:11][CH:10]=[CH:9][C:5]=1[C:6]([NH:13][C:14]1[CH:15]=[CH:16][C:17]([N+:24]([O-:26])=[O:25])=[C:18]([C:20]([F:21])([F:22])[F:23])[CH:19]=1)=[O:7])[CH3:2].